Dataset: Catalyst prediction with 721,799 reactions and 888 catalyst types from USPTO. Task: Predict which catalyst facilitates the given reaction. (1) Reactant: [CH3:1][C:2]1[CH:10]=[C:9]2[C:5]([CH:6]=[CH:7][NH:8]2)=[CH:4][C:3]=1[O:11][C:12]1[CH:13]=[N:14][CH:15]=[N:16][CH:17]=1.[F:18][C:19]1[CH:24]=[CH:23][CH:22]=[CH:21][C:20]=1/[CH:25]=[CH:26]/[N+:27]([O-:29])=[O:28]. Product: [F:18][C:19]1[CH:24]=[CH:23][CH:22]=[CH:21][C:20]=1[CH:25]([C:6]1[C:5]2[C:9](=[CH:10][C:2]([CH3:1])=[C:3]([O:11][C:12]3[CH:13]=[N:14][CH:15]=[N:16][CH:17]=3)[CH:4]=2)[NH:8][CH:7]=1)[CH2:26][N+:27]([O-:29])=[O:28]. The catalyst class is: 2. (2) Reactant: [C@@H:1]12[N:8]([C:9]3[O:10][C:11]4[CH:17]=[CH:16][C:15]([Cl:18])=[CH:14][C:12]=4[N:13]=3)[CH2:7][C@@H:6]1[CH2:5][CH2:4][NH:3][CH2:2]2.CC1C=C(C)N=C(N2[C@@H]3[C@@H](CCNC3)C2)N=1.[F:35][C:36]1[CH:44]=[CH:43][CH:42]=[C:41]([N:45]2[N:49]=[CH:48][CH:47]=[N:46]2)[C:37]=1[C:38](O)=[O:39].S1C=CC=C1C1C=CC=CC=1C(O)=O. Product: [Cl:18][C:15]1[CH:16]=[CH:17][C:11]2[O:10][C:9]([N:8]3[C@@H:1]4[C@@H:6]([CH2:5][CH2:4][N:3]([C:38]([C:37]5[C:41]([N:45]6[N:49]=[CH:48][CH:47]=[N:46]6)=[CH:42][CH:43]=[CH:44][C:36]=5[F:35])=[O:39])[CH2:2]4)[CH2:7]3)=[N:13][C:12]=2[CH:14]=1. The catalyst class is: 2.